Dataset: NCI-60 drug combinations with 297,098 pairs across 59 cell lines. Task: Regression. Given two drug SMILES strings and cell line genomic features, predict the synergy score measuring deviation from expected non-interaction effect. (1) Drug 1: C1CC(=O)NC(=O)C1N2C(=O)C3=CC=CC=C3C2=O. Drug 2: C1C(C(OC1N2C=NC(=NC2=O)N)CO)O. Cell line: SNB-19. Synergy scores: CSS=8.13, Synergy_ZIP=-1.82, Synergy_Bliss=0.0993, Synergy_Loewe=-6.71, Synergy_HSA=-1.40. (2) Drug 1: CCCS(=O)(=O)NC1=C(C(=C(C=C1)F)C(=O)C2=CNC3=C2C=C(C=N3)C4=CC=C(C=C4)Cl)F. Drug 2: COC1=NC(=NC2=C1N=CN2C3C(C(C(O3)CO)O)O)N. Cell line: UO-31. Synergy scores: CSS=4.93, Synergy_ZIP=-2.23, Synergy_Bliss=1.26, Synergy_Loewe=-3.18, Synergy_HSA=1.48.